From a dataset of Full USPTO retrosynthesis dataset with 1.9M reactions from patents (1976-2016). Predict the reactants needed to synthesize the given product. (1) Given the product [F:1][C:2]1[CH:7]=[CH:6][CH:5]=[CH:4][C:3]=1[C:8]1[N:9]=[CH:10][C:11]([CH2:14][N:15]2[C:20](=[O:21])[C:19]([C:22]([NH:24][CH2:25][C:26]([OH:28])=[O:27])=[O:23])=[C:18]([OH:33])[C:17]3[CH2:34][S:35][CH2:36][C:16]2=3)=[N:12][CH:13]=1, predict the reactants needed to synthesize it. The reactants are: [F:1][C:2]1[CH:7]=[CH:6][CH:5]=[CH:4][C:3]=1[C:8]1[N:9]=[CH:10][C:11]([CH2:14][N:15]2[C:20](=[O:21])[C:19]([C:22]([NH:24][CH2:25][C:26]([O:28]C(C)(C)C)=[O:27])=[O:23])=[C:18]([OH:33])[C:17]3[CH2:34][S:35][CH2:36][C:16]2=3)=[N:12][CH:13]=1.C(O)(C(F)(F)F)=O. (2) Given the product [CH3:1][C:2]1([CH3:18])[C:6]([CH3:8])([CH3:7])[O:5][B:4]([C:9]2[CH:17]=[CH:16][C:12]([C:13]([NH2:21])=[O:14])=[CH:11][CH:10]=2)[O:3]1, predict the reactants needed to synthesize it. The reactants are: [CH3:1][C:2]1([CH3:18])[C:6]([CH3:8])([CH3:7])[O:5][B:4]([C:9]2[CH:17]=[CH:16][C:12]([C:13](O)=[O:14])=[CH:11][CH:10]=2)[O:3]1.CC[N:21]=C=NCCCN(C)C.C1C=CC2N(O)N=NC=2C=1.CCN(CC)CC. (3) Given the product [Cl:42][C:43]1[C:44]([CH3:64])=[C:45]([CH:49]=[C:50]([Cl:63])[C:51]=1[O:52][C:53]1[CH:54]=[C:55]([CH:60]([CH3:61])[CH3:62])[C:56]([OH:59])=[C:57]([Br:1])[CH:58]=1)[C:46]([OH:48])=[O:47], predict the reactants needed to synthesize it. The reactants are: [Br-:1].[Br-].[Br-].C([N+](C)(C)C)C1C=CC=CC=1.C([N+](C)(C)C)C1C=CC=CC=1.C([N+](C)(C)C)C1C=CC=CC=1.C([O-])([O-])=O.[Ca+2].[Cl:42][C:43]1[C:44]([CH3:64])=[C:45]([CH:49]=[C:50]([Cl:63])[C:51]=1[O:52][C:53]1[CH:58]=[CH:57][C:56]([OH:59])=[C:55]([CH:60]([CH3:62])[CH3:61])[CH:54]=1)[C:46]([OH:48])=[O:47]. (4) Given the product [Br:16][C:15]1[S:14][C:13]([S:17](=[O:19])(=[O:18])[NH:35][CH:32]2[CH2:33][CH2:34][N:29]([CH3:28])[CH2:30][CH2:31]2)=[CH:12][C:11]=1[C:7]1[S:6][C:5]([NH:4][C:1](=[O:3])[CH3:2])=[N:9][C:8]=1[CH3:10], predict the reactants needed to synthesize it. The reactants are: [C:1]([NH:4][C:5]1[S:6][C:7]([C:11]2[CH:12]=[C:13]([S:17](Cl)(=[O:19])=[O:18])[S:14][C:15]=2[Br:16])=[C:8]([CH3:10])[N:9]=1)(=[O:3])[CH3:2].C(N(CC)CC)C.[CH3:28][N:29]1[CH2:34][CH2:33][CH:32]([NH2:35])[CH2:31][CH2:30]1. (5) Given the product [C:13]([O:15][CH2:16][CH3:19])(=[O:14])[CH3:2].[CH3:4][CH2:5][CH2:27][CH:24]([CH3:25])[CH3:26].[C:24]([O:23][C:21]([N:1]1[C:5]2[CH:6]=[CH:7][CH:8]=[CH:9][C:4]=2[NH:3][C:2]1=[O:10])=[O:22])([CH3:25])([CH3:26])[CH3:27], predict the reactants needed to synthesize it. The reactants are: [NH:1]1[C:5]2[CH:6]=[CH:7][CH:8]=[CH:9][C:4]=2[NH:3][C:2]1=[O:10].[H-].[Na+].[C:13](O[C:21]([O:23][C:24]([CH3:27])([CH3:26])[CH3:25])=[O:22])([O:15][C:16]([CH3:19])(C)C)=[O:14]. (6) Given the product [Cl:18][C:12]1[CH:13]=[CH:14][CH:15]=[C:16]([Cl:17])[C:11]=1[NH:10][C:8]([NH:7][C:5]1[S:6][C:2]([C:30]2[CH:31]=[CH:32][C:27]([F:26])=[CH:28][C:29]=2[CH3:36])=[CH:3][C:4]=1[C:19]([O:21][C:22]([CH3:25])([CH3:24])[CH3:23])=[O:20])=[O:9], predict the reactants needed to synthesize it. The reactants are: Br[C:2]1[S:6][C:5]([NH:7][C:8]([NH:10][C:11]2[C:16]([Cl:17])=[CH:15][CH:14]=[CH:13][C:12]=2[Cl:18])=[O:9])=[C:4]([C:19]([O:21][C:22]([CH3:25])([CH3:24])[CH3:23])=[O:20])[CH:3]=1.[F:26][C:27]1[CH:32]=[CH:31][C:30](B(O)O)=[C:29]([CH3:36])[CH:28]=1.C([O-])([O-])=O.[Na+].[Na+]. (7) Given the product [OH:1][CH2:2][CH2:3][O:4][CH2:5][CH2:6][NH:7][C:8](=[O:9])[C:10]1[CH:18]=[CH:17][CH:16]=[C:12]([C:13]([NH:52][C:53]2[CH:77]=[CH:76][C:75]([N:78]3[CH2:83][CH2:82][CH2:81][CH2:80][CH2:79]3)=[CH:74][C:54]=2[C:55](=[O:56])[NH:57][C:58]2[CH:63]=[N:62][C:61]([C:64]3[CH:69]=[CH:68][CH:67]=[C:66]([C:70]([F:73])([F:72])[F:71])[CH:65]=3)=[CH:60][N:59]=2)=[O:15])[CH:11]=1, predict the reactants needed to synthesize it. The reactants are: [OH:1][CH2:2][CH2:3][O:4][CH2:5][CH2:6][NH:7][C:8]([C:10]1[CH:11]=[C:12]([CH:16]=[CH:17][CH:18]=1)[C:13]([OH:15])=O)=[O:9].CN(C(ON1N=NC2C=CC=NC1=2)=[N+](C)C)C.F[P-](F)(F)(F)(F)F.C(N(C(C)C)C(C)C)C.[NH2:52][C:53]1[CH:77]=[CH:76][C:75]([N:78]2[CH2:83][CH2:82][CH2:81][CH2:80][CH2:79]2)=[CH:74][C:54]=1[C:55]([NH:57][C:58]1[CH:63]=[N:62][C:61]([C:64]2[CH:69]=[CH:68][CH:67]=[C:66]([C:70]([F:73])([F:72])[F:71])[CH:65]=2)=[CH:60][N:59]=1)=[O:56].